The task is: Predict the product of the given reaction.. This data is from Forward reaction prediction with 1.9M reactions from USPTO patents (1976-2016). (1) Given the reactants [CH3:1][C:2]1[C:22]([CH3:23])=[C:21]([O:24][CH2:25][C@@H:26]2[CH2:31][N:30]([CH3:32])[C:29]3[CH:33]=[CH:34][CH:35]=[CH:36][C:28]=3[O:27]2)[CH:20]=[CH:19][C:3]=1[C:4]([NH:6][C:7]1[CH:8]=[C:9]([CH2:14][C:15]([O:17]C)=[O:16])[CH:10]=[CH:11][C:12]=1[F:13])=[O:5].COCCOC.[OH-].[Na+].C(COC)(C)(C)C, predict the reaction product. The product is: [CH3:1][C:2]1[C:22]([CH3:23])=[C:21]([O:24][CH2:25][C@@H:26]2[CH2:31][N:30]([CH3:32])[C:29]3[CH:33]=[CH:34][CH:35]=[CH:36][C:28]=3[O:27]2)[CH:20]=[CH:19][C:3]=1[C:4]([NH:6][C:7]1[CH:8]=[C:9]([CH2:14][C:15]([OH:17])=[O:16])[CH:10]=[CH:11][C:12]=1[F:13])=[O:5]. (2) Given the reactants Cl.[N:2]1([C:8]([C:10]2[CH:15]=[CH:14][C:13]([C:16]3[CH:21]=[CH:20][CH:19]=[C:18]([NH:22][S:23]([CH:26]4[CH2:29][CH2:28][CH2:27]4)(=[O:25])=[O:24])[CH:17]=3)=[CH:12][CH:11]=2)=[O:9])[CH2:7][CH2:6][NH:5][CH2:4][CH2:3]1.[OH:30][C:31]1([C:34](O)=[O:35])[CH2:33][CH2:32]1.CN(C(ON1N=NC2C=CC=CC1=2)=[N+](C)C)C.F[P-](F)(F)(F)(F)F.CCN(C(C)C)C(C)C.C(=O)(O)[O-].[Na+], predict the reaction product. The product is: [OH:30][C:31]1([C:34]([N:5]2[CH2:6][CH2:7][N:2]([C:8]([C:10]3[CH:15]=[CH:14][C:13]([C:16]4[CH:21]=[CH:20][CH:19]=[C:18]([NH:22][S:23]([CH:26]5[CH2:27][CH2:28][CH2:29]5)(=[O:25])=[O:24])[CH:17]=4)=[CH:12][CH:11]=3)=[O:9])[CH2:3][CH2:4]2)=[O:35])[CH2:33][CH2:32]1. (3) Given the reactants C[O:2][CH2:3][CH2:4][CH2:5][NH:6][C:7]([C:9]1[C:17]2[C:12](=[CH:13][C:14]([O:18]C)=[CH:15][CH:16]=2)[N:11]([CH3:20])[C:10]=1[CH3:21])=[O:8].B(Br)(Br)Br, predict the reaction product. The product is: [OH:2][CH2:3][CH2:4][CH2:5][NH:6][C:7]([C:9]1[C:17]2[C:12](=[CH:13][C:14]([OH:18])=[CH:15][CH:16]=2)[N:11]([CH3:20])[C:10]=1[CH3:21])=[O:8]. (4) The product is: [F:11][C:2]([F:1])([CH:8]([F:10])[F:9])/[CH:3]=[CH:4]/[C:5]([NH:28][CH2:27][CH2:26][NH:25][C:23]1[CH:22]=[C:21]([O:29][CH2:30][CH:31]([CH3:34])[CH2:32][CH3:33])[N:20]=[C:19]([CH3:18])[CH:24]=1)=[O:7]. Given the reactants [F:1][C:2]([F:11])([CH:8]([F:10])[F:9])/[CH:3]=[CH:4]/[C:5]([OH:7])=O.C(Cl)(=O)C(Cl)=O.[CH3:18][C:19]1[CH:24]=[C:23]([NH:25][CH2:26][CH2:27][NH2:28])[CH:22]=[C:21]([O:29][CH2:30][CH:31]([CH3:34])[CH2:32][CH3:33])[N:20]=1, predict the reaction product. (5) Given the reactants C[O:2][C:3](=[O:47])[C@H:4]([C:23](=[O:46])[C:24]1[CH:29]=[CH:28][C:27]([CH2:30][N:31]([C:39]([O:41][C:42]([CH3:45])([CH3:44])[CH3:43])=[O:40])[CH2:32][C:33]2[CH:38]=[CH:37][CH:36]=[CH:35][N:34]=2)=[CH:26][CH:25]=1)[CH2:5][CH2:6][CH2:7][N:8]([CH2:16][C:17]1[CH:22]=[CH:21][CH:20]=[CH:19][N:18]=1)[C:9]([O:11][C:12]([CH3:15])([CH3:14])[CH3:13])=[O:10].[OH-].[Na+], predict the reaction product. The product is: [C:39]([N:31]([CH2:30][C:27]1[CH:28]=[CH:29][C:24]([C:23]([C@H:4]([CH2:5][CH2:6][CH2:7][N:8]([CH2:16][C:17]2[CH:22]=[CH:21][CH:20]=[CH:19][N:18]=2)[C:9]([O:11][C:12]([CH3:15])([CH3:13])[CH3:14])=[O:10])[C:3]([OH:47])=[O:2])=[O:46])=[CH:25][CH:26]=1)[CH2:32][C:33]1[CH:38]=[CH:37][CH:36]=[CH:35][N:34]=1)([O:41][C:42]([CH3:43])([CH3:44])[CH3:45])=[O:40]. (6) Given the reactants O[CH:2]1[C:11]2[C:6](=[CH:7][CH:8]=[CH:9][CH:10]=2)[N:5]([C:12]([C:14]2[CH:19]=[CH:18][CH:17]=[C:16]([O:20][CH3:21])[CH:15]=2)=[O:13])[C:4]([CH3:23])([CH3:22])[CH2:3]1.I[Si](C)(C)C.[NH2:29][C:30]1[CH:35]=[CH:34][CH:33]=[CH:32][CH:31]=1, predict the reaction product. The product is: [CH3:23][C:4]1([CH3:22])[CH2:3][CH:2]([NH:29][C:30]2[CH:35]=[CH:34][CH:33]=[CH:32][CH:31]=2)[C:11]2[C:6](=[CH:7][CH:8]=[CH:9][CH:10]=2)[N:5]1[C:12]([C:14]1[CH:19]=[CH:18][CH:17]=[C:16]([O:20][CH3:21])[CH:15]=1)=[O:13]. (7) The product is: [CH2:1]([O:3][C:4]([C:6]1([C:9]2[CH:14]=[CH:13][C:12]([C:15]3[CH:16]=[CH:17][C:18]([C:21]4[S:22][C:23]([F:29])=[CH:36][C:35]=4[NH:32][C:33]([O:64][C@@H:62]([C:56]4[CH:57]=[CH:58][C:59]([F:61])=[CH:60][C:55]=4[Cl:54])[CH3:63])=[O:44])=[CH:19][CH:20]=3)=[CH:11][CH:10]=2)[CH2:8][CH2:7]1)=[O:5])[CH3:2]. Given the reactants [CH2:1]([O:3][C:4]([C:6]1([C:9]2[CH:14]=[CH:13][C:12]([C:15]3[CH:20]=[CH:19][C:18]([C:21]4[S:22][C:23]([F:29])=CC=4C(O)=O)=[CH:17][CH:16]=3)=[CH:11][CH:10]=2)[CH2:8][CH2:7]1)=[O:5])[CH3:2].C([N:32]([CH2:35][CH3:36])[CH2:33]C)C.C1(P(N=[N+]=[N-])(C2C=CC=CC=2)=[O:44])C=CC=CC=1.[Cl:54][C:55]1[CH:60]=[C:59]([F:61])[CH:58]=[CH:57][C:56]=1[C@H:62]([OH:64])[CH3:63], predict the reaction product. (8) Given the reactants Cl[CH2:2][CH2:3][CH2:4][CH2:5][C:6]#[N:7].[NH:8]1[CH2:13][CH2:12][CH2:11][CH2:10][CH2:9]1.C(=O)([O-])[O-].[K+].[K+].[I-].[K+].[H-].[Al+3].[Li+].[H-].[H-].[H-].[Na].C(C(C(C([O-])=O)O)O)([O-])=O.[K+].[K+], predict the reaction product. The product is: [N:7]1([CH2:13][CH2:12][CH2:11][CH2:10][CH2:9][NH2:8])[CH2:6][CH2:5][CH2:4][CH2:3][CH2:2]1. (9) Given the reactants F[C:2]1[C:3]([C:20]2[CH:25]=[CH:24][CH:23]=[CH:22][CH:21]=2)=[C:4]([CH3:19])[C:5]([C:17]#[N:18])=[C:6]2[C:10]=1[O:9][C:8]([N:11]1[CH2:16][CH2:15][CH2:14][CH2:13][CH2:12]1)=[N:7]2.C(N(CC)CC)C.[CH3:33][N:34]([CH3:40])[C@H:35]1[CH2:39][CH2:38][NH:37][CH2:36]1, predict the reaction product. The product is: [CH3:33][N:34]([CH3:40])[C@H:35]1[CH2:39][CH2:38][N:37]([C:2]2[C:3]([C:20]3[CH:25]=[CH:24][CH:23]=[CH:22][CH:21]=3)=[C:4]([CH3:19])[C:5]([C:17]#[N:18])=[C:6]3[C:10]=2[O:9][C:8]([N:11]2[CH2:16][CH2:15][CH2:14][CH2:13][CH2:12]2)=[N:7]3)[CH2:36]1. (10) Given the reactants C1(C2C(O[C@@H]3CCCN(CC4C=C(Cl)C=C(Cl)C=4)C3)=CC(F)=C(C=2)C(O)=O)CC1.[Cl:30][C:31]1[CH:32]=[CH:33][C:34]([C@H:40]([N:42]2[CH2:47][CH2:46][CH2:45][C@@H:44]([O:48][C:49]3[C:57]([CH:58]4[CH2:60][CH2:59]4)=[CH:56][C:52]([C:53]([OH:55])=O)=[C:51]([F:61])[CH:50]=3)[CH2:43]2)[CH3:41])=[N:35][C:36]=1[CH:37]1[CH2:39][CH2:38]1.[CH:62]1([S:65]([NH2:68])(=[O:67])=[O:66])CC1.CS(N)(=O)=O, predict the reaction product. The product is: [Cl:30][C:31]1[CH:32]=[CH:33][C:34]([C@H:40]([N:42]2[CH2:47][CH2:46][CH2:45][C@@H:44]([O:48][C:49]3[C:57]([CH:58]4[CH2:59][CH2:60]4)=[CH:56][C:52]([C:53]([NH:68][S:65]([CH3:62])(=[O:67])=[O:66])=[O:55])=[C:51]([F:61])[CH:50]=3)[CH2:43]2)[CH3:41])=[N:35][C:36]=1[CH:37]1[CH2:38][CH2:39]1.